Dataset: Peptide-MHC class II binding affinity with 134,281 pairs from IEDB. Task: Regression. Given a peptide amino acid sequence and an MHC pseudo amino acid sequence, predict their binding affinity value. This is MHC class II binding data. (1) The MHC is DRB1_0101 with pseudo-sequence DRB1_0101. The binding affinity (normalized) is 0.828. The peptide sequence is EKKYFAMTQFEPLAA. (2) The MHC is HLA-DPA10301-DPB10402 with pseudo-sequence HLA-DPA10301-DPB10402. The peptide sequence is APGDSPNTDGIHIGD. The binding affinity (normalized) is 0.